Dataset: Catalyst prediction with 721,799 reactions and 888 catalyst types from USPTO. Task: Predict which catalyst facilitates the given reaction. (1) Reactant: C[Si]([N-][Si](C)(C)C)(C)C.[Na+].[NH:11]1[C:15]2=[N:16][CH:17]=[CH:18][CH:19]=[C:14]2[C:13]([CH2:20][C:21]([O:23][CH3:24])=[O:22])=[CH:12]1.[Si]([O:32][CH2:33][CH2:34][C@@H:35]1[CH2:37][N:36]1[S:38]([C:41]1[CH:46]=[CH:45][C:44]([F:47])=[CH:43][CH:42]=1)(=[O:40])=[O:39])(C(C)(C)C)(C)C.I[CH3:49].Cl. Product: [F:47][C:44]1[CH:45]=[CH:46][C:41]([S:38]([N:36]([CH3:49])[C@H:35]([CH2:34][CH2:33][OH:32])[CH2:37][N:11]2[C:15]3=[N:16][CH:17]=[CH:18][CH:19]=[C:14]3[C:13]([CH2:20][C:21]([O:23][CH3:24])=[O:22])=[CH:12]2)(=[O:40])=[O:39])=[CH:42][CH:43]=1. The catalyst class is: 3. (2) Reactant: Br[CH2:2][C:3]1[C:4]([F:20])=[C:5]([O:10][C:11]2[CH:12]=[C:13]([CH:16]=[C:17]([Cl:19])[CH:18]=2)[C:14]#[N:15])[C:6]([Cl:9])=[CH:7][CH:8]=1.[C:21]1(=[O:31])[NH:25][C:24](=[O:26])[C:23]2=[CH:27][CH:28]=[CH:29][CH:30]=[C:22]12.[K]. Product: [Cl:19][C:17]1[CH:16]=[C:13]([CH:12]=[C:11]([O:10][C:5]2[C:6]([Cl:9])=[CH:7][CH:8]=[C:3]([CH2:2][N:25]3[C:21](=[O:31])[C:22]4[C:23](=[CH:27][CH:28]=[CH:29][CH:30]=4)[C:24]3=[O:26])[C:4]=2[F:20])[CH:18]=1)[C:14]#[N:15]. The catalyst class is: 3. (3) Reactant: [C:1]([O:5][C:6]([N:8]1[CH2:12][CH2:11][CH:10]([OH:13])[CH2:9]1)=[O:7])([CH3:4])([CH3:3])[CH3:2].O[C:15]1[CH:20]=[CH:19][C:18]([C:21]([F:24])([F:23])[F:22])=[CH:17][CH:16]=1.C1(P(C2C=CC=CC=2)C2C=CC=CC=2)C=CC=CC=1.N(C(OC(C)(C)C)=O)=NC(OC(C)(C)C)=O. Product: [C:1]([O:5][C:6]([N:8]1[CH2:12][CH2:11][CH:10]([O:13][C:15]2[CH:20]=[CH:19][C:18]([C:21]([F:24])([F:23])[F:22])=[CH:17][CH:16]=2)[CH2:9]1)=[O:7])([CH3:4])([CH3:2])[CH3:3]. The catalyst class is: 7. (4) The catalyst class is: 14. Reactant: [C:1]1([C:11]2[CH:16]=[CH:15][CH:14]=[CH:13][CH:12]=2)[C:2]([C:7]([NH:9][NH2:10])=[O:8])=[CH:3][CH:4]=[CH:5][CH:6]=1.[F:17][C:18]([F:28])([F:27])[C:19]1[CH:20]=[C:21]([CH:24]=[CH:25][CH:26]=1)[CH:22]=O.O. Product: [F:17][C:18]([F:27])([F:28])[C:19]1[CH:20]=[C:21]([CH:24]=[CH:25][CH:26]=1)[CH:22]=[N:10][NH:9][C:7]([C:2]1[C:1]([C:11]2[CH:16]=[CH:15][CH:14]=[CH:13][CH:12]=2)=[CH:6][CH:5]=[CH:4][CH:3]=1)=[O:8].